The task is: Predict the reaction yield, written as a fraction of the theoretical maximum amount of product (1.0 means a 100% yield; for example, 0.34 means a 34% yield).. This data is from Reaction yield outcomes from USPTO patents with 853,638 reactions. (1) The reactants are [CH2:1]([Sn:5]([CH2:12][CH2:13][CH2:14][CH3:15])([CH2:8][CH2:9][CH2:10][CH3:11])[C:6]#[CH:7])[CH2:2][CH2:3][CH3:4].Cl/[C:17](=[N:23]/[OH:24])/[C:18]([O:20][CH2:21][CH3:22])=[O:19]. The catalyst is C(OCC)C. The product is [CH2:12]([Sn:5]([CH2:8][CH2:9][CH2:10][CH3:11])([CH2:1][CH2:2][CH2:3][CH3:4])[C:6]1[O:24][N:23]=[C:17]([C:18]([O:20][CH2:21][CH3:22])=[O:19])[CH:7]=1)[CH2:13][CH2:14][CH3:15]. The yield is 0.457. (2) The reactants are Br[C:2]1[CH:7]=[CH:6][C:5]([N+:8]([O-:10])=[O:9])=[CH:4][CH:3]=1.[O:11]1[CH2:15][CH2:14][NH:13][C:12]1=[O:16].N1CCC[C@H]1C(O)=O.C([O-])([O-])=O.[K+].[K+]. The catalyst is O1CCOCC1.[Cu]I. The product is [N+:8]([C:5]1[CH:6]=[CH:7][C:2]([N:13]2[CH2:14][CH2:15][O:11][C:12]2=[O:16])=[CH:3][CH:4]=1)([O-:10])=[O:9]. The yield is 0.270. (3) The reactants are [Br:1][C:2]1[C:3]([Cl:9])=[N:4][CH:5]=[CH:6][C:7]=1I.[C:10]([C:12]1[CH:17]=[CH:16][C:15](B(O)O)=[CH:14][CH:13]=1)#[N:11].C([O-])([O-])=O.[Na+].[Na+].C1(C)C=CC=CC=1. The catalyst is O.C1C=CC([P]([Pd]([P](C2C=CC=CC=2)(C2C=CC=CC=2)C2C=CC=CC=2)([P](C2C=CC=CC=2)(C2C=CC=CC=2)C2C=CC=CC=2)[P](C2C=CC=CC=2)(C2C=CC=CC=2)C2C=CC=CC=2)(C2C=CC=CC=2)C2C=CC=CC=2)=CC=1. The product is [Br:1][C:2]1[C:3]([Cl:9])=[N:4][CH:5]=[CH:6][C:7]=1[C:15]1[CH:16]=[CH:17][C:12]([C:10]#[N:11])=[CH:13][CH:14]=1. The yield is 0.290. (4) The reactants are [CH2:1]([Si:4]([Cl:7])([Cl:6])[Cl:5])[CH:2]=[CH2:3].[Cl:8][SiH:9]([Cl:11])[Cl:10]. The catalyst is [Cl-].C([P+](CCCC)(CCCC)CCCC)CCC. The product is [Cl:5][Si:4]([Cl:7])([Cl:6])[CH2:1][CH:2]([Si:4]([Cl:7])([Cl:6])[Cl:5])[CH2:3][Si:9]([Cl:11])([Cl:10])[Cl:8]. The yield is 0.700. (5) The reactants are OC(C(F)(F)F)=O.[C:8]([C:12]1[NH:13][C:14]2[C:27]3[CH:26]=[N:25][N:24]=[C:23]([O:28]C)[C:22]=3[C:21]3[C:16](=[CH:17][CH:18]=[C:19]([F:30])[CH:20]=3)[C:15]=2[N:31]=1)([CH3:11])([CH3:10])[CH3:9].Cl.[OH-].[Na+]. The catalyst is C(O)C. The product is [C:8]([C:12]1[NH:13][C:14]2[C:27]3[CH:26]=[N:25][NH:24][C:23](=[O:28])[C:22]=3[C:21]3[C:16](=[CH:17][CH:18]=[C:19]([F:30])[CH:20]=3)[C:15]=2[N:31]=1)([CH3:11])([CH3:9])[CH3:10]. The yield is 0.870. (6) The reactants are [CH3:1][N:2]1[C:10]2[CH:9]3[CH2:11][CH:6]([CH2:7][CH2:8]3)[C:5]=2[C:4]([C:12](OCC)=[O:13])=[N:3]1.[H-].[Al+3].[Li+].[H-].[H-].[H-]. The catalyst is C1COCC1. The product is [CH3:1][N:2]1[C:10]2[CH:9]3[CH2:11][CH:6]([CH2:7][CH2:8]3)[C:5]=2[C:4]([CH2:12][OH:13])=[N:3]1. The yield is 0.850.